Dataset: Forward reaction prediction with 1.9M reactions from USPTO patents (1976-2016). Task: Predict the product of the given reaction. (1) The product is: [Cl:39][C:23]1[S:22][C:21]([C:18]2[CH:19]=[CH:20][C:15]([C:12]3[CH:13]=[CH:14][C:9]([C:6]4([C:4]([OH:5])=[O:3])[CH2:7][CH2:8]4)=[CH:10][CH:11]=3)=[C:16]([O:40][CH3:41])[CH:17]=2)=[C:25]([NH:26][C:27]([O:29][C@@H:30]([C:32]2[CH:37]=[CH:36][C:35]([Cl:38])=[CH:34][CH:33]=2)[CH3:31])=[O:28])[CH:24]=1. Given the reactants C([O:3][C:4]([C:6]1([C:9]2[CH:14]=[CH:13][C:12]([C:15]3[CH:20]=[CH:19][C:18]([C:21]4[S:22][C:23]([Cl:39])=[CH:24][C:25]=4[NH:26][C:27]([O:29][C@@H:30]([C:32]4[CH:37]=[CH:36][C:35]([Cl:38])=[CH:34][CH:33]=4)[CH3:31])=[O:28])=[CH:17][C:16]=3[O:40][CH3:41])=[CH:11][CH:10]=2)[CH2:8][CH2:7]1)=[O:5])C.[OH-].[Na+].O1CCCC1.Cl, predict the reaction product. (2) Given the reactants Br[C:2]1[C:3]([CH3:11])=[C:4]([C:6]([CH3:10])=[CH:7][C:8]=1[CH3:9])[NH2:5].CC(C)([O-])C.[Na+].[NH:18]1[CH2:23][CH2:22][O:21][CH2:20][CH2:19]1, predict the reaction product. The product is: [CH3:11][C:3]1[C:2]([N:18]2[CH2:23][CH2:22][O:21][CH2:20][CH2:19]2)=[C:8]([CH3:9])[CH:7]=[C:6]([CH3:10])[C:4]=1[NH2:5]. (3) Given the reactants Br[C:2]1[CH:7]=[C:6]([F:8])[CH:5]=[CH:4][C:3]=1[O:9][CH3:10].[Cl:11][C:12]1[CH:13]=[C:14]2[C:18](=[CH:19][CH:20]=1)[NH:17][C:16](=[O:21])[C:15]2=[O:22], predict the reaction product. The product is: [Cl:11][C:12]1[CH:13]=[C:14]2[C:18](=[CH:19][CH:20]=1)[NH:17][C:16](=[O:21])[C:15]2([C:2]1[CH:7]=[C:6]([F:8])[CH:5]=[CH:4][C:3]=1[O:9][CH3:10])[OH:22]. (4) Given the reactants [CH2:1]([C:4]1[C:8]([CH2:9][CH2:10][CH2:11][CH2:12][OH:13])=[CH:7][N:6]([C:14]2[CH:19]=[CH:18][C:17]([C:20]([F:23])([F:22])[F:21])=[CH:16][N:15]=2)[N:5]=1)[CH2:2][CH3:3].O[C:25]1[CH:29]=[C:28]([CH2:30][CH2:31][C:32]([O:34]CC)=[O:33])[N:27]([CH3:37])[N:26]=1.C(P(CCCC)CCCC)CCC.N(C(N1CCCCC1)=O)=NC(N1CCCCC1)=O, predict the reaction product. The product is: [CH3:37][N:27]1[C:28]([CH2:30][CH2:31][C:32]([OH:34])=[O:33])=[CH:29][C:25]([O:13][CH2:12][CH2:11][CH2:10][CH2:9][C:8]2[C:4]([CH2:1][CH2:2][CH3:3])=[N:5][N:6]([C:14]3[CH:19]=[CH:18][C:17]([C:20]([F:22])([F:21])[F:23])=[CH:16][N:15]=3)[CH:7]=2)=[N:26]1.